Dataset: Reaction yield outcomes from USPTO patents with 853,638 reactions. Task: Predict the reaction yield, written as a fraction of the theoretical maximum amount of product (1.0 means a 100% yield; for example, 0.34 means a 34% yield). The reactants are [C:1]([S:5]([NH:7][C:8]([C:13]1[CH:18]=[CH:17][CH:16]=[CH:15][CH:14]=1)([CH3:12])[C:9]([OH:11])=[O:10])=[O:6])([CH3:4])([CH3:3])[CH3:2].[CH3:19][N:20]1[CH2:25][CH2:24][CH:23](O)[CH2:22][CH2:21]1.C1(N=C=NC2CCCCC2)CCCCC1.O.ON1C2C=CC=CC=2N=N1. The catalyst is C1COCC1. The product is [C:1]([S:5]([NH:7][C:8]([C:13]1[CH:14]=[CH:15][CH:16]=[CH:17][CH:18]=1)([CH3:12])[C:9]([O:11][CH:23]1[CH2:24][CH2:25][N:20]([CH3:19])[CH2:21][CH2:22]1)=[O:10])=[O:6])([CH3:2])([CH3:3])[CH3:4]. The yield is 0.620.